This data is from Catalyst prediction with 721,799 reactions and 888 catalyst types from USPTO. The task is: Predict which catalyst facilitates the given reaction. (1) Reactant: [C:1]([C:4]1[C:22](=[O:23])[C@@:8]2([CH3:24])[C:9]3[C:15]([OH:16])=[CH:14][C:13]([O:17][CH3:18])=[C:12]([C:19]([NH2:21])=[O:20])[C:10]=3[O:11][C:7]2=[CH:6][C:5]=1[OH:25])(=[O:3])[CH3:2].[CH2:26]([O:29][C:30]1[C:39]2[C:34](=[CH:35][CH:36]=[CH:37][CH:38]=2)[C:33]([CH:40]=O)=[CH:32][CH:31]=1)[CH2:27][CH3:28].C([SiH](CC)CC)C.FC(F)(F)C(O)=O. Product: [C:1]([C:4]1[C:22](=[O:23])[C@@:8]2([CH3:24])[C:9]3[C:15]([OH:16])=[CH:14][C:13]([O:17][CH3:18])=[C:12]([C:19]([NH:21][CH2:40][C:33]4[C:34]5[C:39](=[CH:38][CH:37]=[CH:36][CH:35]=5)[C:30]([O:29][CH2:26][CH2:27][CH3:28])=[CH:31][CH:32]=4)=[O:20])[C:10]=3[O:11][C:7]2=[CH:6][C:5]=1[OH:25])(=[O:3])[CH3:2]. The catalyst class is: 10. (2) Reactant: [CH3:1][O:2][C:3](=[O:46])[CH2:4][C@H:5]([OH:45])[CH2:6][C@H:7]([OH:44])[CH:8]=[CH:9][C:10]1[N:11]([CH:41]([CH3:43])[CH3:42])[C:12]([C:28](=[O:40])[NH:29][C:30]2[CH:35]=[CH:34][CH:33]=[C:32]([S:36](=[O:39])(=[O:38])[NH2:37])[CH:31]=2)=[C:13]([C:22]2[CH:27]=[CH:26][CH:25]=[CH:24][CH:23]=2)[C:14]=1[C:15]1[CH:20]=[CH:19][C:18]([F:21])=[CH:17][CH:16]=1. Product: [CH3:1][O:2][C:3](=[O:46])[CH2:4][C@H:5]([OH:45])[CH2:6][C@H:7]([OH:44])[CH2:8][CH2:9][C:10]1[N:11]([CH:41]([CH3:43])[CH3:42])[C:12]([C:28](=[O:40])[NH:29][C:30]2[CH:35]=[CH:34][CH:33]=[C:32]([S:36](=[O:38])(=[O:39])[NH2:37])[CH:31]=2)=[C:13]([C:22]2[CH:27]=[CH:26][CH:25]=[CH:24][CH:23]=2)[C:14]=1[C:15]1[CH:16]=[CH:17][C:18]([F:21])=[CH:19][CH:20]=1. The catalyst class is: 29. (3) Reactant: Br[C:2]1[CH:3]=[CH:4][C:5]2[N:18]=[C:9]3[C:10]4[CH:11]=[CH:12][CH:13]=[CH:14][C:15]=4[CH:16]=[CH:17][N:8]3[C:6]=2[CH:7]=1.[B:19]1([B:19]2[O:23][C:22]([CH3:25])([CH3:24])[C:21]([CH3:27])([CH3:26])[O:20]2)[O:23][C:22]([CH3:25])([CH3:24])[C:21]([CH3:27])([CH3:26])[O:20]1.C([O-])(=O)C.[K+]. Product: [CH3:26][C:21]1([CH3:27])[C:22]([CH3:25])([CH3:24])[O:23][B:19]([C:2]2[CH:3]=[CH:4][C:5]3[N:18]=[C:9]4[C:10]5[CH:11]=[CH:12][CH:13]=[CH:14][C:15]=5[CH:16]=[CH:17][N:8]4[C:6]=3[CH:7]=2)[O:20]1. The catalyst class is: 346. (4) The catalyst class is: 178. Product: [C:1]([O:5][C:6]([N:8]([CH2:10][C:11]1[C:12]([F:42])=[C:13]([C:35]2[C:36]([F:41])=[N:37][CH:38]=[CH:39][CH:40]=2)[N:14]([S:16]([C:19]2[CH:20]=[C:21]([CH:32]=[CH:33][CH:34]=2)[C:22]([OH:24])=[O:23])(=[O:18])=[O:17])[CH:15]=1)[CH3:9])=[O:7])([CH3:4])([CH3:2])[CH3:3]. Reactant: [C:1]([O:5][C:6]([N:8]([CH2:10][C:11]1[C:12]([F:42])=[C:13]([C:35]2[C:36]([F:41])=[N:37][CH:38]=[CH:39][CH:40]=2)[N:14]([S:16]([C:19]2[CH:20]=[C:21]([CH:32]=[CH:33][CH:34]=2)[C:22]([O:24]CC2C=CC=CC=2)=[O:23])(=[O:18])=[O:17])[CH:15]=1)[CH3:9])=[O:7])([CH3:4])([CH3:3])[CH3:2]. (5) Reactant: [Cl-].[Al+3].[Cl-].[Cl-].[C:5]1([N:11]([C:29]2[CH:34]=[CH:33][CH:32]=[CH:31][CH:30]=2)[C:12]2[CH:24]=[CH:23][C:22]3[C:21]4[C:16](=[CH:17][CH:18]=[CH:19][CH:20]=4)[C:15]([CH2:27][CH3:28])([CH2:25][CH3:26])[C:14]=3[CH:13]=2)[CH:10]=[CH:9][CH:8]=[CH:7][CH:6]=1.[Br:35][CH2:36][C:37](Br)=[O:38]. Product: [Br:35][CH2:36][C:37]([C:18]1[CH:17]=[C:16]2[C:21]([C:22]3[CH:23]=[CH:24][C:12]([N:11]([C:5]4[CH:6]=[CH:7][CH:8]=[CH:9][CH:10]=4)[C:29]4[CH:30]=[CH:31][CH:32]=[CH:33][CH:34]=4)=[CH:13][C:14]=3[C:15]2([CH2:27][CH3:28])[CH2:25][CH3:26])=[CH:20][CH:19]=1)=[O:38]. The catalyst class is: 26.